The task is: Predict the reactants needed to synthesize the given product.. This data is from Full USPTO retrosynthesis dataset with 1.9M reactions from patents (1976-2016). (1) Given the product [C:22]([O:21][C:19](=[O:20])[NH:11][C:12]1[CH:17]=[CH:16][N:15]=[C:14]([Cl:18])[CH:13]=1)([CH3:25])([CH3:24])[CH3:23], predict the reactants needed to synthesize it. The reactants are: C[Si]([N-][Si](C)(C)C)(C)C.[Na+].[NH2:11][C:12]1[CH:17]=[CH:16][N:15]=[C:14]([Cl:18])[CH:13]=1.[C:19](O[C:19]([O:21][C:22]([CH3:25])([CH3:24])[CH3:23])=[O:20])([O:21][C:22]([CH3:25])([CH3:24])[CH3:23])=[O:20]. (2) Given the product [C:1]([Si:5]([CH3:37])([CH3:36])[O:6][C@@H:7]1[CH2:8][CH2:9][C@H:10]([N:13]2[CH2:17][CH2:16][CH:15]([CH2:18][C:19]3[C:24]([Cl:25])=[CH:23][C:22]([C:42]4[CH:41]=[N:40][N:39]([CH3:38])[CH:43]=4)=[CH:21][C:20]=3[Cl:34])[C:14]2=[O:35])[CH2:11][CH2:12]1)([CH3:4])([CH3:2])[CH3:3], predict the reactants needed to synthesize it. The reactants are: [C:1]([Si:5]([CH3:37])([CH3:36])[O:6][C@@H:7]1[CH2:12][CH2:11][C@H:10]([N:13]2[CH2:17][CH2:16][CH:15]([CH2:18][C:19]3[C:24]([Cl:25])=[CH:23][C:22](OS(C(F)(F)F)(=O)=O)=[CH:21][C:20]=3[Cl:34])[C:14]2=[O:35])[CH2:9][CH2:8]1)([CH3:4])([CH3:3])[CH3:2].[CH3:38][N:39]1[CH:43]=[C:42](B2OC(C)(C)C(C)(C)O2)[CH:41]=[N:40]1.C(=O)([O-])[O-].[Na+].[Na+]. (3) Given the product [C:30]([O:34][C:35]([N:37]1[CH:41]=[C:40]([C:2]2[CH:3]=[C:4]([O:28][CH3:29])[C:5]3[N:6]([C:8]([C:22]4[CH:27]=[CH:26][CH:25]=[CH:24][CH:23]=4)=[C:9]([C:11]4[CH:16]=[CH:15][C:14]([C:17]5([NH2:21])[CH2:18][CH2:19][CH2:20]5)=[CH:13][CH:12]=4)[N:10]=3)[CH:7]=2)[CH:39]=[N:38]1)=[O:36])([CH3:33])([CH3:31])[CH3:32], predict the reactants needed to synthesize it. The reactants are: Br[C:2]1[CH:3]=[C:4]([O:28][CH3:29])[C:5]2[N:6]([C:8]([C:22]3[CH:27]=[CH:26][CH:25]=[CH:24][CH:23]=3)=[C:9]([C:11]3[CH:16]=[CH:15][C:14]([C:17]4([NH2:21])[CH2:20][CH2:19][CH2:18]4)=[CH:13][CH:12]=3)[N:10]=2)[CH:7]=1.[C:30]([O:34][C:35]([N:37]1[CH:41]=[C:40](B(O)O)[CH:39]=[N:38]1)=[O:36])([CH3:33])([CH3:32])[CH3:31].P([O-])([O-])([O-])=O.[K+].[K+].[K+]. (4) Given the product [Cl:21][C:22]1[CH:27]=[CH:26][C:25]([NH:28][C:29]([NH:1][CH2:2][C:3]2[C:12](=[O:13])[C:11]3[C:6](=[CH:7][C:8]([Cl:14])=[CH:9][CH:10]=3)[N:5]([C:15]3[CH:16]=[CH:17][CH:18]=[CH:19][CH:20]=3)[CH:4]=2)=[O:30])=[CH:24][C:23]=1[F:31], predict the reactants needed to synthesize it. The reactants are: [NH2:1][CH2:2][C:3]1[C:12](=[O:13])[C:11]2[C:6](=[CH:7][C:8]([Cl:14])=[CH:9][CH:10]=2)[N:5]([C:15]2[CH:20]=[CH:19][CH:18]=[CH:17][CH:16]=2)[CH:4]=1.[Cl:21][C:22]1[CH:27]=[CH:26][C:25]([N:28]=[C:29]=[O:30])=[CH:24][C:23]=1[F:31]. (5) The reactants are: Cl[C:2]1[C:11]2[C:6](=[CH:7][C:8]([CH2:12][N:13]3C(=O)C4C(=CC=CC=4)C3=O)=[CH:9][CH:10]=2)[CH:5]=[C:4]([Cl:24])[N:3]=1.[NH4+:25].[OH-]. Given the product [NH2:13][CH2:12][C:8]1[CH:7]=[C:6]2[C:11](=[CH:10][CH:9]=1)[C:2]([NH2:25])=[N:3][C:4]([Cl:24])=[CH:5]2, predict the reactants needed to synthesize it. (6) Given the product [N:15]([CH2:18][C@H:19]1[CH2:23][CH2:22][CH2:21][C@@H:20]1[N:24]([C:2]1[CH:11]=[C:10]([CH3:12])[C:9]2[C:4](=[CH:5][CH:6]=[C:7]([O:13][CH3:14])[CH:8]=2)[N:3]=1)[C:25](=[O:31])[O:26][C:27]([CH3:29])([CH3:28])[CH3:30])=[N+:16]=[N-:17], predict the reactants needed to synthesize it. The reactants are: Cl[C:2]1[CH:11]=[C:10]([CH3:12])[C:9]2[C:4](=[CH:5][CH:6]=[C:7]([O:13][CH3:14])[CH:8]=2)[N:3]=1.[N:15]([CH2:18][C@H:19]1[CH2:23][CH2:22][CH2:21][C@@H:20]1[NH:24][C:25](=[O:31])[O:26][C:27]([CH3:30])([CH3:29])[CH3:28])=[N+:16]=[N-:17].CC([O-])(C)C.[Na+].C1C=CC(P(C2C(C3C(P(C4C=CC=CC=4)C4C=CC=CC=4)=CC=C4C=3C=CC=C4)=C3C(C=CC=C3)=CC=2)C2C=CC=CC=2)=CC=1. (7) Given the product [NH2:1][C:2]1[N:7]=[CH:6][C:5]([C:8]2[N:13]=[CH:12][C:11]([C:19]3[CH:24]=[CH:23][C:22]([C:25]([F:28])([F:26])[F:27])=[CH:21][C:20]=3[S:29]([NH:32][CH2:33][CH3:34])(=[O:31])=[O:30])=[CH:10][C:9]=2[F:17])=[CH:4][N:3]=1, predict the reactants needed to synthesize it. The reactants are: [NH2:1][C:2]1[N:7]=[CH:6][C:5]([C:8]2[N:13]=[CH:12][C:11](B(O)O)=[CH:10][C:9]=2[F:17])=[CH:4][N:3]=1.Br[C:19]1[CH:24]=[CH:23][C:22]([C:25]([F:28])([F:27])[F:26])=[CH:21][C:20]=1[S:29]([NH:32][CH2:33][CH3:34])(=[O:31])=[O:30].